Predict which catalyst facilitates the given reaction. From a dataset of Catalyst prediction with 721,799 reactions and 888 catalyst types from USPTO. (1) Reactant: [CH2:1]([NH:8][C:9]([C:11]1[N:15]([C:16]2[S:20][C:19]([CH2:21][NH:22][C:23](=[O:34])[C@@H:24]([NH:26]C(=O)OC(C)(C)C)[CH3:25])=[CH:18][CH:17]=2)[N:14]=[C:13]([C:35]([F:38])([F:37])[F:36])[CH:12]=1)=[O:10])[C:2]1[CH:7]=[CH:6][CH:5]=[CH:4][CH:3]=1.FC(F)(F)C(O)=O. Product: [NH2:26][C@@H:24]([CH3:25])[C:23]([NH:22][CH2:21][C:19]1[S:20][C:16]([N:15]2[C:11]([C:9]([NH:8][CH2:1][C:2]3[CH:7]=[CH:6][CH:5]=[CH:4][CH:3]=3)=[O:10])=[CH:12][C:13]([C:35]([F:36])([F:38])[F:37])=[N:14]2)=[CH:17][CH:18]=1)=[O:34]. The catalyst class is: 2. (2) Reactant: [CH3:1][N:2]1[CH2:7][CH2:6][N:5]([C:8]([C:10]2[CH:11]=[C:12]([CH:14]=[C:15]([C:17]([F:20])([F:19])[F:18])[CH:16]=2)[NH2:13])=[O:9])[CH2:4][CH2:3]1.N1C=CC=CC=1.Cl[C:28](OC1C=CC=CC=1)=[O:29].[Cl:37][C:38]1[CH:44]=[C:43]([O:45][C:46]2[C:47]3[N:54]([CH3:55])[CH:53]=[CH:52][C:48]=3[N:49]=[CH:50][N:51]=2)[CH:42]=[CH:41][C:39]=1[NH2:40]. Product: [Cl:37][C:38]1[CH:44]=[C:43]([O:45][C:46]2[C:47]3[N:54]([CH3:55])[CH:53]=[CH:52][C:48]=3[N:49]=[CH:50][N:51]=2)[CH:42]=[CH:41][C:39]=1[NH:40][C:28]([NH:13][C:12]1[CH:14]=[C:15]([C:17]([F:20])([F:18])[F:19])[CH:16]=[C:10]([C:8]([N:5]2[CH2:6][CH2:7][N:2]([CH3:1])[CH2:3][CH2:4]2)=[O:9])[CH:11]=1)=[O:29]. The catalyst class is: 60.